Dataset: HIV replication inhibition screening data with 41,000+ compounds from the AIDS Antiviral Screen. Task: Binary Classification. Given a drug SMILES string, predict its activity (active/inactive) in a high-throughput screening assay against a specified biological target. The result is 0 (inactive). The compound is Cc1nc(Nc2ccc(Cl)cc2)sc1C(=O)Nc1cccc2c(O)nnc(O)c12.